This data is from NCI-60 drug combinations with 297,098 pairs across 59 cell lines. The task is: Regression. Given two drug SMILES strings and cell line genomic features, predict the synergy score measuring deviation from expected non-interaction effect. (1) Drug 1: C1CNP(=O)(OC1)N(CCCl)CCCl. Drug 2: C1C(C(OC1N2C=NC3=C2NC=NCC3O)CO)O. Cell line: OVCAR3. Synergy scores: CSS=-7.05, Synergy_ZIP=1.83, Synergy_Bliss=-3.70, Synergy_Loewe=-10.2, Synergy_HSA=-8.99. (2) Drug 1: CC1=C2C(C(=O)C3(C(CC4C(C3C(C(C2(C)C)(CC1OC(=O)C(C(C5=CC=CC=C5)NC(=O)OC(C)(C)C)O)O)OC(=O)C6=CC=CC=C6)(CO4)OC(=O)C)OC)C)OC. Drug 2: CCN(CC)CCCC(C)NC1=C2C=C(C=CC2=NC3=C1C=CC(=C3)Cl)OC. Cell line: PC-3. Synergy scores: CSS=40.3, Synergy_ZIP=4.98, Synergy_Bliss=4.04, Synergy_Loewe=-7.57, Synergy_HSA=7.88. (3) Drug 1: CC1C(C(=O)NC(C(=O)N2CCCC2C(=O)N(CC(=O)N(C(C(=O)O1)C(C)C)C)C)C(C)C)NC(=O)C3=C4C(=C(C=C3)C)OC5=C(C(=O)C(=C(C5=N4)C(=O)NC6C(OC(=O)C(N(C(=O)CN(C(=O)C7CCCN7C(=O)C(NC6=O)C(C)C)C)C)C(C)C)C)N)C. Drug 2: C1=NNC2=C1C(=O)NC=N2. Cell line: U251. Synergy scores: CSS=34.9, Synergy_ZIP=2.47, Synergy_Bliss=0.950, Synergy_Loewe=-32.2, Synergy_HSA=-3.08. (4) Drug 1: CN1C(=O)N2C=NC(=C2N=N1)C(=O)N. Drug 2: CC1=C(C=C(C=C1)C(=O)NC2=CC(=CC(=C2)C(F)(F)F)N3C=C(N=C3)C)NC4=NC=CC(=N4)C5=CN=CC=C5. Cell line: HCC-2998. Synergy scores: CSS=-7.37, Synergy_ZIP=2.09, Synergy_Bliss=-2.51, Synergy_Loewe=-14.3, Synergy_HSA=-9.68. (5) Drug 1: C1CCC(C1)C(CC#N)N2C=C(C=N2)C3=C4C=CNC4=NC=N3. Drug 2: CCC1(CC2CC(C3=C(CCN(C2)C1)C4=CC=CC=C4N3)(C5=C(C=C6C(=C5)C78CCN9C7C(C=CC9)(C(C(C8N6C)(C(=O)OC)O)OC(=O)C)CC)OC)C(=O)OC)O.OS(=O)(=O)O. Cell line: RXF 393. Synergy scores: CSS=22.3, Synergy_ZIP=-3.25, Synergy_Bliss=3.19, Synergy_Loewe=-35.5, Synergy_HSA=3.60.